Dataset: Full USPTO retrosynthesis dataset with 1.9M reactions from patents (1976-2016). Task: Predict the reactants needed to synthesize the given product. The reactants are: C[O-].[Na+].[CH2:4]([O:11][N:12]([C:20]1[N:30]=[CH:29][C:28]([Br:31])=[CH:27][C:21]=1[C:22]([O:24]CC)=O)[C:13](=[O:19])[CH2:14][C:15]([O:17][CH3:18])=[O:16])[C:5]1[CH:10]=[CH:9][CH:8]=[CH:7][CH:6]=1.Cl. Given the product [CH2:4]([O:11][N:12]1[C:20]2[C:21](=[CH:27][C:28]([Br:31])=[CH:29][N:30]=2)[C:22]([OH:24])=[C:14]([C:15]([O:17][CH3:18])=[O:16])[C:13]1=[O:19])[C:5]1[CH:10]=[CH:9][CH:8]=[CH:7][CH:6]=1, predict the reactants needed to synthesize it.